Task: Predict the product of the given reaction.. Dataset: Forward reaction prediction with 1.9M reactions from USPTO patents (1976-2016) Given the reactants [C:1]([O:5][C:6]([NH:8][C:9]1([C:12]([OH:14])=O)[CH2:11][CH2:10]1)=[O:7])([CH3:4])([CH3:3])[CH3:2].CCN=C=NCCCN(C)C.Cl.[F:27][C:28]([F:32])([F:31])[CH2:29][NH2:30], predict the reaction product. The product is: [F:27][C:28]([F:32])([F:31])[CH2:29][NH:30][C:12]([C:9]1([NH:8][C:6](=[O:7])[O:5][C:1]([CH3:2])([CH3:3])[CH3:4])[CH2:10][CH2:11]1)=[O:14].